This data is from Forward reaction prediction with 1.9M reactions from USPTO patents (1976-2016). The task is: Predict the product of the given reaction. Given the reactants C(=O)([O:6][CH2:7][C:8]1[S:9][C:10]2[CH:16]=[CH:15][C:14](N)=[CH:13][C:11]=2[N:12]=1)OCC=C.N([O-])=O.[Na+].[S:23]([O-:26])([O-])=[O:24].[Na+].[Na+].S(Cl)(Cl)(=O)=O.C(=O)(O)[O-].[Na+].[F:39][C:40]([F:49])([F:48])[C:41]1[CH:47]=[CH:46][C:44]([NH2:45])=[CH:43][CH:42]=1, predict the reaction product. The product is: [OH:6][CH2:7][C:8]1[S:9][C:10]2[CH:16]=[CH:15][C:14]([S:23]([NH:45][C:44]3[CH:46]=[CH:47][C:41]([C:40]([F:39])([F:48])[F:49])=[CH:42][CH:43]=3)(=[O:26])=[O:24])=[CH:13][C:11]=2[N:12]=1.